This data is from Reaction yield outcomes from USPTO patents with 853,638 reactions. The task is: Predict the reaction yield, written as a fraction of the theoretical maximum amount of product (1.0 means a 100% yield; for example, 0.34 means a 34% yield). (1) The reactants are [C:1]([O:9][CH2:10][CH3:11])(=[O:8])[CH2:2][C:3]([O:5][CH2:6][CH3:7])=[O:4].CC[O-].[Na+].[F:16][C:17]1[CH:22]=[C:21]([F:23])[CH:20]=[C:19]([F:24])[C:18]=1Br.Cl. The catalyst is C(O)C.O. The product is [F:16][C:17]1[CH:22]=[C:21]([F:23])[CH:20]=[C:19]([F:24])[C:18]=1[CH:2]([C:3]([O:5][CH2:6][CH3:7])=[O:4])[C:1]([O:9][CH2:10][CH3:11])=[O:8]. The yield is 0.807. (2) The reactants are [CH3:1][O:2][CH2:3][CH2:4][NH2:5].[CH2:6](N(CC)CC)[CH3:7].F[C:14]1[C:15]([C:20]([O-:22])=[O:21])=[N:16][CH:17]=[CH:18][CH:19]=1. The catalyst is C(#N)C. The product is [CH3:1][O:2][CH2:3][CH2:4][NH:5][C:14]1[C:15]([C:20]([O:22][CH2:6][CH3:7])=[O:21])=[N:16][CH:17]=[CH:18][CH:19]=1. The yield is 0.860. (3) The reactants are [CH3:1][O:2][C:3]1[C:8]([CH3:9])=[CH:7][CH:6]=[CH:5][C:4]=1[CH3:10].[Cl:11][S:12](O)(=[O:14])=[O:13]. No catalyst specified. The product is [CH3:1][O:2][C:3]1[C:8]([CH3:9])=[CH:7][C:6]([S:12]([Cl:11])(=[O:14])=[O:13])=[CH:5][C:4]=1[CH3:10]. The yield is 0.630. (4) The reactants are Cl[C:2]1[N:7]=[CH:6][N:5]=[C:4]([NH:8][C:9]2[CH:14]=[CH:13][C:12]([O:15][C:16]([F:19])([F:18])[F:17])=[CH:11][CH:10]=2)[CH:3]=1.[CH3:20][N:21]1[C:25]([CH3:26])=[C:24](B2OC(C)(C)C(C)(C)O2)[C:23]([CH3:36])=[N:22]1.C(=O)([O-])[O-].[Na+].[Na+].C(O)(C(F)(F)F)=O. The catalyst is C(#N)C.C1C=CC([P]([Pd]([P](C2C=CC=CC=2)(C2C=CC=CC=2)C2C=CC=CC=2)([P](C2C=CC=CC=2)(C2C=CC=CC=2)C2C=CC=CC=2)[P](C2C=CC=CC=2)(C2C=CC=CC=2)C2C=CC=CC=2)(C2C=CC=CC=2)C2C=CC=CC=2)=CC=1.O. The product is [F:17][C:16]([F:19])([F:18])[O:15][C:12]1[CH:13]=[CH:14][C:9]([NH:8][C:4]2[CH:3]=[C:2]([C:24]3[C:23]([CH3:36])=[N:22][N:21]([CH3:20])[C:25]=3[CH3:26])[N:7]=[CH:6][N:5]=2)=[CH:10][CH:11]=1. The yield is 0.800. (5) The reactants are [F:1][C:2]([F:15])([F:14])[C:3]1[CH:4]=[C:5]([CH:7]=[CH:8][C:9]=1[C:10]([F:13])([F:12])[F:11])[NH2:6].Br[CH:17]([CH3:23])[C:18]([O:20][CH2:21][CH3:22])=[O:19].N1C(C)=CC=CC=1C. The catalyst is C(#N)C. The product is [CH2:21]([O:20][C:18](=[O:19])[CH:17]([NH:6][C:5]1[CH:7]=[CH:8][C:9]([C:10]([F:11])([F:12])[F:13])=[C:3]([C:2]([F:14])([F:15])[F:1])[CH:4]=1)[CH3:23])[CH3:22]. The yield is 0.490. (6) The reactants are C1(C)C=CC=CC=1.O.[Br:9][CH2:10][C:11]([CH3:15])=[CH:12][CH2:13]Br.[C:16]([O-:19])(=[O:18])[CH3:17].C([N+](CC)(CC)CC)C. The catalyst is [Br-].C([P+](CCCC)(CCCC)CCCC)CCC.[Cl-].[Na+].O. The product is [C:16]([O:19][CH2:13][CH:12]=[C:11]([CH3:15])[CH2:10][Br:9])(=[O:18])[CH3:17]. The yield is 0.440.